Dataset: Full USPTO retrosynthesis dataset with 1.9M reactions from patents (1976-2016). Task: Predict the reactants needed to synthesize the given product. (1) Given the product [Br:1][C-:2]1[CH:6]=[CH:5][CH:4]=[CH:3]1.[C:40]1([Si:27]([C:28]2[CH:29]=[CH:30][CH:31]=[CH:32][CH:33]=2)([C:34]2[CH:39]=[CH:38][CH:37]=[CH:36][CH:35]=2)[C-:7]2[CH:11]=[CH:10][CH:9]=[CH:8]2)[CH:41]=[CH:42][CH:43]=[CH:44][CH:45]=1.[Fe+2:13], predict the reactants needed to synthesize it. The reactants are: [Br:1][C-:2]1[CH:6]=[CH:5][CH:4]=[CH:3]1.[C-:7]1(Br)[CH:11]=[CH:10][CH:9]=[CH:8]1.[Fe+2:13].C(=O)=O.CC(C)=O.C([Li])CCC.Cl[Si:27]([C:40]1[CH:45]=[CH:44][CH:43]=[CH:42][CH:41]=1)([C:34]1[CH:39]=[CH:38][CH:37]=[CH:36][CH:35]=1)[C:28]1[CH:33]=[CH:32][CH:31]=[CH:30][CH:29]=1. (2) Given the product [CH2:19]([O:18][CH:11]([O:15][CH2:16][CH3:17])[C:7]1[C:8]([F:10])=[N:9][C:2]([F:1])=[CH:3][CH:6]=1)[CH3:20], predict the reactants needed to synthesize it. The reactants are: [F:1][C:2]1[N:9]=[C:8]([F:10])[CH:7]=[CH:6][C:3]=1C=O.[CH:11]([O:18][CH2:19][CH3:20])([O:15][CH2:16][CH3:17])OCC.C1(C)C=CC(S(O)(=O)=O)=CC=1. (3) Given the product [CH3:1][O:2][C:3]1[CH:4]=[C:5]([CH2:11][CH2:12][C:13]2[CH:14]=[C:15]([NH:18][C:19](=[O:27])[C:20]3[CH:25]=[CH:24][C:23]([N:33]4[CH2:32][CH2:31][NH:30][C:29]([CH3:35])([CH3:28])[CH2:34]4)=[CH:22][CH:21]=3)[NH:16][N:17]=2)[CH:6]=[C:7]([O:9][CH3:10])[CH:8]=1, predict the reactants needed to synthesize it. The reactants are: [CH3:1][O:2][C:3]1[CH:4]=[C:5]([CH2:11][CH2:12][C:13]2[CH:14]=[C:15]([NH:18][C:19](=[O:27])[C:20]3[CH:25]=[CH:24][C:23](F)=[CH:22][CH:21]=3)[NH:16][N:17]=2)[CH:6]=[C:7]([O:9][CH3:10])[CH:8]=1.[CH3:28][C:29]1([CH3:35])[CH2:34][NH:33][CH2:32][CH2:31][NH:30]1.C(=O)([O-])[O-].[K+].[K+]. (4) Given the product [CH2:46]([N:43]1[CH2:42][CH2:41][N:40]([CH2:39][CH2:38][O:37][C:34]2[CH:35]=[CH:36][C:9]([OH:8])=[C:10]([CH:33]=2)[C:11]([NH:13][C:14]2[CH:26]=[C:25]([C:27]3[CH:32]=[CH:31][CH:30]=[CH:29][CH:28]=3)[CH:24]=[CH:23][C:15]=2[C:16]([O:18][C:19]([CH3:22])([CH3:21])[CH3:20])=[O:17])=[O:12])[CH2:45][CH2:44]1)[CH3:47], predict the reactants needed to synthesize it. The reactants are: C([O:8][C:9]1[CH:36]=[CH:35][C:34]([O:37][CH2:38][CH2:39][N:40]2[CH2:45][CH2:44][N:43]([CH2:46][CH3:47])[CH2:42][CH2:41]2)=[CH:33][C:10]=1[C:11]([NH:13][C:14]1[CH:26]=[C:25]([C:27]2[CH:32]=[CH:31][CH:30]=[CH:29][CH:28]=2)[CH:24]=[CH:23][C:15]=1[C:16]([O:18][C:19]([CH3:22])([CH3:21])[CH3:20])=[O:17])=[O:12])C1C=CC=CC=1. (5) Given the product [CH2:1]([O:31][C:15]1[C:14]([OH:32])=[C:13]([C:11](=[O:12])[N:10]([CH3:33])[CH3:9])[N:17]([C:18]2[CH:23]=[CH:22][C:21]([O:24][CH3:25])=[CH:20][CH:19]=2)[C:16]=1[C:26]([O:28][CH2:29][CH3:30])=[O:27])[C:2]1[CH:7]=[CH:6][CH:5]=[CH:4][CH:3]=1, predict the reactants needed to synthesize it. The reactants are: [CH2:1](Br)[C:2]1[CH:7]=[CH:6][CH:5]=[CH:4][CH:3]=1.[CH3:9][N:10]([CH3:33])[C:11]([C:13]1[N:17]([C:18]2[CH:23]=[CH:22][C:21]([O:24][CH3:25])=[CH:20][CH:19]=2)[C:16]([C:26]([O:28][CH2:29][CH3:30])=[O:27])=[C:15]([OH:31])[C:14]=1[OH:32])=[O:12].[I-].[K+].C([O-])([O-])=O.[K+].[K+]. (6) Given the product [CH3:36][N:9]([CH2:8][CH2:7][N:6]1[CH2:5][CH2:4][O:3][C:2]1=[O:1])[C:10]([C:12]1[C:13]2[CH2:29][O:28][C:27]3[CH:26]=[C:25]([O:30][CH3:31])[C:24]([CH:32]=[C:33]([CH3:35])[CH3:34])=[CH:23][C:22]=3[C:14]=2[N:15]([C:17]2[CH:21]=[CH:20][S:19][CH:18]=2)[N:16]=1)=[O:11], predict the reactants needed to synthesize it. The reactants are: [O:1]=[C:2]1[N:6]([CH2:7][CH2:8][NH:9][C:10]([C:12]2[C:13]3[CH2:29][O:28][C:27]4[CH:26]=[C:25]([O:30][CH3:31])[C:24]([CH:32]=[C:33]([CH3:35])[CH3:34])=[CH:23][C:22]=4[C:14]=3[N:15]([C:17]3[CH:21]=[CH:20][S:19][CH:18]=3)[N:16]=2)=[O:11])[CH2:5][CH2:4][O:3]1.[CH3:36]N(C)C=O.[H-].[Na+]. (7) The reactants are: [Cl:1][C:2]1[N:6]2[N:7]=[C:8]([CH:20]([CH3:22])[CH3:21])[C:9]([CH:18]=O)=[C:10]([C:11]3[CH:16]=[CH:15][C:14]([F:17])=[CH:13][CH:12]=3)[C:5]2=[CH:4][CH:3]=1.[OH-].[Na+].[CH3:25][C:26]([CH3:28])=[O:27]. Given the product [Cl:1][C:2]1[N:6]2[N:7]=[C:8]([CH:20]([CH3:22])[CH3:21])[C:9](/[CH:18]=[CH:25]/[C:26](=[O:27])[CH3:28])=[C:10]([C:11]3[CH:16]=[CH:15][C:14]([F:17])=[CH:13][CH:12]=3)[C:5]2=[CH:4][CH:3]=1, predict the reactants needed to synthesize it. (8) Given the product [Br:1][C:2]1[CH:3]=[C:4]([C:12]([NH:31][NH:30][C:28](=[O:29])[CH2:27][N:22]2[CH2:23][C@H:24]([CH3:26])[O:25][C@H:20]([CH3:19])[CH2:21]2)=[O:14])[C:5]2[CH:6]=[N:7][N:8]([CH3:11])[C:9]=2[CH:10]=1, predict the reactants needed to synthesize it. The reactants are: [Br:1][C:2]1[CH:3]=[C:4]([C:12]([OH:14])=O)[C:5]2[CH:6]=[N:7][N:8]([CH3:11])[C:9]=2[CH:10]=1.S(Cl)(Cl)=O.[CH3:19][C@H:20]1[O:25][C@@H:24]([CH3:26])[CH2:23][N:22]([CH2:27][C:28]([NH:30][NH2:31])=[O:29])[CH2:21]1.CCN(C(C)C)C(C)C. (9) Given the product [CH3:1][O:2][C:3]1[C:8]([CH3:9])=[CH:7][N:6]=[C:5]([CH2:10][NH:11][CH2:20][C:21]([O:23][CH2:24][CH3:25])=[O:22])[C:4]=1[CH3:12], predict the reactants needed to synthesize it. The reactants are: [CH3:1][O:2][C:3]1[C:8]([CH3:9])=[CH:7][N:6]=[C:5]([CH2:10][NH2:11])[C:4]=1[CH3:12].C([O-])([O-])=O.[K+].[K+].Cl[CH2:20][C:21]([O:23][CH2:24][CH3:25])=[O:22].